Dataset: Forward reaction prediction with 1.9M reactions from USPTO patents (1976-2016). Task: Predict the product of the given reaction. Given the reactants [CH3:1][C:2]1[C:3]([N:9]2[CH2:16][CH:15]3[CH:11]([CH2:12][NH:13][CH2:14]3)[CH2:10]2)=[N:4][C:5]([CH3:8])=[CH:6][N:7]=1.[N:17]1[N:18]=[C:19]([C:22]2[CH:30]=[CH:29][CH:28]=[CH:27][C:23]=2[C:24](O)=[O:25])[NH:20][CH:21]=1, predict the reaction product. The product is: [CH3:1][C:2]1[C:3]([N:9]2[CH2:16][CH:15]3[CH2:14][N:13]([C:24]([C:23]4[CH:27]=[CH:28][CH:29]=[CH:30][C:22]=4[C:19]4[NH:18][N:17]=[CH:21][N:20]=4)=[O:25])[CH2:12][CH:11]3[CH2:10]2)=[N:4][C:5]([CH3:8])=[CH:6][N:7]=1.